This data is from Full USPTO retrosynthesis dataset with 1.9M reactions from patents (1976-2016). The task is: Predict the reactants needed to synthesize the given product. (1) Given the product [CH3:30][O:29][C:25](=[O:28])/[CH:26]=[CH:27]/[C:2]1[C:7]2[C:8](=[O:24])[N:9]3[CH2:16][CH2:15][N:14]([C:17]([O:19][C:20]([CH3:21])([CH3:22])[CH3:23])=[O:18])[CH2:13][CH:10]3[CH2:11][O:12][C:6]=2[CH:5]=[CH:4][CH:3]=1, predict the reactants needed to synthesize it. The reactants are: Br[C:2]1[C:7]2[C:8](=[O:24])[N:9]3[CH2:16][CH2:15][N:14]([C:17]([O:19][C:20]([CH3:23])([CH3:22])[CH3:21])=[O:18])[CH2:13][CH:10]3[CH2:11][O:12][C:6]=2[CH:5]=[CH:4][CH:3]=1.[C:25]([O:29][CH3:30])(=[O:28])[CH:26]=[CH2:27].C1(P(C2C=CC=CC=2)C2C=CC=CC=2)C=CC=CC=1.C([O-])(=O)C.[Na+]. (2) Given the product [CH3:1][O:2][C@@H:3]1[O:18][C@H:17]([CH2:19][O:20][CH2:21][C:22]2[CH:27]=[CH:26][C:25]([Cl:28])=[CH:24][C:23]=2[Cl:29])[C@@H:6]([O:7][CH2:8][C:9]2[CH:14]=[CH:13][C:12]([Cl:15])=[CH:11][C:10]=2[Cl:16])[C@H:4]1[OH:5], predict the reactants needed to synthesize it. The reactants are: [CH3:1][O:2][C@@H:3]1[O:18][C@H:17]([CH2:19][O:20][CH2:21][C:22]2[CH:27]=[CH:26][C:25]([Cl:28])=[CH:24][C:23]=2[Cl:29])[C@@H:6]([O:7][CH2:8][C:9]2[CH:14]=[CH:13][C:12]([Cl:15])=[CH:11][C:10]=2[Cl:16])[C@@:4]1(C)[OH:5]. (3) The reactants are: BrC1C=CC=CC=1OC1C=CC=CC=1Br.C([C:20]([N:22]1[CH2:27][CH2:26][NH:25][CH2:24][CH2:23]1)=[O:21])(C)(C)C.[CH3:28][C:29]([CH3:32])([O-:31])[CH3:30].[Na+].[Br-]. Given the product [C:20]([N:22]1[CH2:27][CH2:26][NH:25][CH2:24][CH2:23]1)([O:31][C:29]([CH3:32])([CH3:30])[CH3:28])=[O:21], predict the reactants needed to synthesize it.